From a dataset of Reaction yield outcomes from USPTO patents with 853,638 reactions. Predict the reaction yield, written as a fraction of the theoretical maximum amount of product (1.0 means a 100% yield; for example, 0.34 means a 34% yield). (1) The product is [Br:6][C:7]1[CH:8]=[CH:9][C:10]([O:25][C:26]([F:28])([F:29])[F:27])=[C:11]([CH:13]2[C:19](=[O:20])[C:18]([CH3:21])([CH3:22])[O:17][C:16]([CH3:24])([CH3:23])[C:15]2=[O:14])[CH:12]=1. The catalyst is ClCCCl. The yield is 0.680. The reactants are S(=O)(=O)(O)O.[Br:6][C:7]1[CH:8]=[CH:9][C:10]([O:25][C:26]([F:29])([F:28])[F:27])=[C:11]([CH:13]2[C:15]3([C:19](=[O:20])[C:18]([CH3:22])([CH3:21])[O:17][C:16]3([CH3:24])[CH3:23])[O:14]2)[CH:12]=1. (2) The reactants are [CH2:1]([C:5]1[N:6]=[C:7]([CH3:27])[NH:8][C:9](=[O:26])[C:10]=1[CH2:11][C:12]1[CH:17]=[CH:16][C:15]([C:18]2[C:19]([C:24]#[N:25])=[CH:20][CH:21]=[CH:22][CH:23]=2)=[CH:14][CH:13]=1)[CH2:2][CH2:3][CH3:4].N(C(N1CCCCC1)=O)=NC(N1CCCCC1)=O.C(P(CCCC)CCCC)CCC.[CH3:59][C:60]1[S:61][C:62]([CH2:66]O)=[C:63]([CH3:65])[N:64]=1.BrC1C(=O)N(CC2C=CC(C3C(C#N)=CC=CC=3)=CC=2)C(CCCC)=NC=1C. The catalyst is C(OCC)(=O)C. The product is [CH2:1]([C:5]1[N:6]=[C:7]([CH3:27])[N:8]([CH2:66][C:62]2[S:61][C:60]([CH3:59])=[N:64][C:63]=2[CH3:65])[C:9](=[O:26])[C:10]=1[CH2:11][C:12]1[CH:17]=[CH:16][C:15]([C:18]2[C:19]([C:24]#[N:25])=[CH:20][CH:21]=[CH:22][CH:23]=2)=[CH:14][CH:13]=1)[CH2:2][CH2:3][CH3:4]. The yield is 0.990.